Predict the product of the given reaction. From a dataset of Forward reaction prediction with 1.9M reactions from USPTO patents (1976-2016). (1) The product is: [N:8]([C:7]1[CH:9]=[CH:10][C:4]([CH2:1][CH2:2][CH3:3])=[CH:5][CH:6]=1)=[O:11]. Given the reactants [CH2:1]([C:4]1[CH:10]=[CH:9][C:7]([NH2:8])=[CH:6][CH:5]=1)[CH2:2][CH3:3].[OH:11]OS([O-])=O.[K+].C(OCC)(=O)C, predict the reaction product. (2) Given the reactants [C:1]([O:5][C:6](=[O:19])[NH:7][C:8]([CH3:18])([CH3:17])[CH2:9][C:10]1[CH:15]=[CH:14][CH:13]=[C:12]([NH2:16])[CH:11]=1)([CH3:4])([CH3:3])[CH3:2].[CH:20]1[CH:25]=[CH:24][C:23]([C:26]2[C:31]([N:32]=[C:33]=[O:34])=[CH:30][CH:29]=[CH:28][CH:27]=2)=[CH:22][CH:21]=1.C1COCC1, predict the reaction product. The product is: [C:1]([O:5][C:6](=[O:19])[NH:7][C:8]([CH3:18])([CH3:17])[CH2:9][C:10]1[CH:15]=[CH:14][CH:13]=[C:12]([NH:16][C:33]([NH:32][C:31]2[CH:30]=[CH:29][CH:28]=[CH:27][C:26]=2[C:23]2[CH:24]=[CH:25][CH:20]=[CH:21][CH:22]=2)=[O:34])[CH:11]=1)([CH3:4])([CH3:2])[CH3:3]. (3) Given the reactants [F:1][C:2]1[CH:3]=[C:4]([Br:9])[CH:5]=[CH:6][C:7]=1[OH:8].[C:10]12(O)[CH2:19][CH:14]3[CH2:15][CH:16]([CH2:18][CH:12]([CH2:13]3)[CH2:11]1)[CH2:17]2.S(=O)(=O)(O)O.C([O-])(O)=O.[Na+], predict the reaction product. The product is: [C:10]12([C:6]3[CH:5]=[C:4]([Br:9])[CH:3]=[C:2]([F:1])[C:7]=3[OH:8])[CH2:19][CH:14]3[CH2:15][CH:16]([CH2:18][CH:12]([CH2:13]3)[CH2:11]1)[CH2:17]2. (4) Given the reactants [F:1][C:2]([F:14])([F:13])[C:3]1[NH:12][C:6]2=[N+:7]([O-])[CH:8]=[CH:9][CH:10]=[C:5]2[CH:4]=1.CS([Cl:19])(=O)=O.O.[OH-].[Na+], predict the reaction product. The product is: [Cl:19][C:10]1[CH:9]=[CH:8][N:7]=[C:6]2[NH:12][C:3]([C:2]([F:14])([F:13])[F:1])=[CH:4][C:5]=12. (5) Given the reactants [OH:1][C:2]1[CH:3]=[C:4]2[C:8](=[CH:9][CH:10]=1)[NH:7][CH:6]=[CH:5]2.Br[CH2:12][C:13]([O:15][CH2:16][CH3:17])=[O:14].C([O-])([O-])=O.[Cs+].[Cs+], predict the reaction product. The product is: [CH2:16]([O:15][C:13](=[O:14])[CH2:12][O:1][C:2]1[CH:3]=[C:4]2[C:8](=[CH:9][CH:10]=1)[NH:7][CH:6]=[CH:5]2)[CH3:17]. (6) The product is: [Cl:15][C:16]1[CH:23]=[CH:22][CH:21]=[CH:20][C:17]=1[CH2:18][NH:19][CH:2]1[CH2:7][CH2:6][N:5]([C:8]([O:10][C:11]([CH3:14])([CH3:13])[CH3:12])=[O:9])[CH2:4][CH2:3]1. Given the reactants O=[C:2]1[CH2:7][CH2:6][N:5]([C:8]([O:10][C:11]([CH3:14])([CH3:13])[CH3:12])=[O:9])[CH2:4][CH2:3]1.[Cl:15][C:16]1[CH:23]=[CH:22][CH:21]=[CH:20][C:17]=1[CH2:18][NH2:19].C(O)(=O)C.[BH3-]C#N.[Na+], predict the reaction product. (7) Given the reactants [S:1]1[C:5]2[CH:6]=[CH:7][CH:8]=[CH:9][C:4]=2[N:3]=[CH:2]1.[Li]CCCC.CN([CH:18]=[O:19])C, predict the reaction product. The product is: [S:1]1[C:5]2[CH:6]=[CH:7][CH:8]=[CH:9][C:4]=2[N:3]=[C:2]1[CH:18]=[O:19].